Dataset: Retrosynthesis with 50K atom-mapped reactions and 10 reaction types from USPTO. Task: Predict the reactants needed to synthesize the given product. Given the product C[SiH](C)OCc1ccnc(-c2cccc(N)c2)c1C(C)(C)C, predict the reactants needed to synthesize it. The reactants are: C[SiH](C)OCc1ccnc(-c2cccc([N+](=O)[O-])c2)c1C(C)(C)C.